This data is from Reaction yield outcomes from USPTO patents with 853,638 reactions. The task is: Predict the reaction yield, written as a fraction of the theoretical maximum amount of product (1.0 means a 100% yield; for example, 0.34 means a 34% yield). (1) The reactants are [F:1][C:2]1[C:10]([F:11])=[CH:9][CH:8]=[C:7]2[C:3]=1[C:4]([S:15]([C:18]1[CH:23]=[C:22]([CH3:24])[CH:21]=[C:20]([CH3:25])[CH:19]=1)(=[O:17])=[O:16])=[C:5]([C:12](O)=[O:13])[NH:6]2.Cl.[NH2:27][C@H:28]([C:31]([NH2:33])=[O:32])[CH2:29][OH:30].C(N(CC)CC)C.CN(C)C=[O:44]. The catalyst is O. The product is [F:1][C:2]1[C:10]([F:11])=[CH:9][CH:8]=[C:7]2[C:3]=1[C:4]([S:15]([C:18]1[CH:19]=[C:20]([CH3:25])[CH:21]=[C:22]([CH3:24])[CH:23]=1)(=[O:17])=[O:16])=[CH:5][NH:6]2.[C:29]([C@@:28]([C:31]([NH2:33])=[O:32])([CH2:12][OH:13])[NH2:27])([OH:44])=[O:30]. The yield is 0.979. (2) The reactants are C[O:2][C:3]([C:5]1([C:8]2[CH:9]=[C:10]3[C:15](=[CH:16][CH:17]=2)[O:14][CH2:13][CH2:12][CH2:11]3)[CH2:7][CH2:6]1)=[O:4].O[Li].[OH2:20].[CH3:21][OH:22]. The catalyst is O. The product is [OH:20][C:11]1([O:22][CH3:21])[C:10]2[C:15](=[CH:16][CH:17]=[C:8]([C:5]3([C:3]([OH:2])=[O:4])[CH2:7][CH2:6]3)[CH:9]=2)[O:14][CH2:13][CH2:12]1. The yield is 0.760. (3) The reactants are [Cl:1][C:2]1[CH:9]=[CH:8][C:5]([CH2:6][NH2:7])=[CH:4][CH:3]=1.F[C:11]1[CH:19]=[N:18][CH:17]=[CH:16][C:12]=1[C:13]([OH:15])=[O:14]. No catalyst specified. The product is [Cl:1][C:2]1[CH:9]=[CH:8][C:5]([CH2:6][NH:7][C:16]2[CH:17]=[N:18][CH:19]=[CH:11][C:12]=2[C:13]([OH:15])=[O:14])=[CH:4][CH:3]=1. The yield is 0.320. (4) The reactants are [NH:1]1[CH2:4][CH:3]([CH2:5][NH:6][C:7](=[O:16])[O:8][CH2:9][C:10]2[CH:15]=[CH:14][CH:13]=[CH:12][CH:11]=2)[CH2:2]1.[CH:17]([C:19]1[C:20]([F:31])=[CH:21][N:22]=[C:23]2[C:28]=1[N:27]=[C:26]([O:29][CH3:30])[CH:25]=[CH:24]2)=[CH2:18]. The catalyst is CCO. The product is [F:31][C:20]1[CH:21]=[N:22][C:23]2[C:28]([C:19]=1[CH2:17][CH2:18][N:1]1[CH2:4][CH:3]([CH2:5][NH:6][C:7](=[O:16])[O:8][CH2:9][C:10]3[CH:15]=[CH:14][CH:13]=[CH:12][CH:11]=3)[CH2:2]1)=[N:27][C:26]([O:29][CH3:30])=[CH:25][CH:24]=2. The yield is 0.370. (5) The reactants are Cl[C:2]1[CH:3]=[C:4]([CH:9]=[CH:10][N:11]=1)[C:5]([O:7][CH3:8])=[O:6].[Br-].[F:13][C:14]1[CH:21]=[CH:20][CH:19]=[C:18]([F:22])[C:15]=1[CH2:16][Zn+].Cl. The catalyst is C1COCC1.C1C=CC([P]([Pd]([P](C2C=CC=CC=2)(C2C=CC=CC=2)C2C=CC=CC=2)([P](C2C=CC=CC=2)(C2C=CC=CC=2)C2C=CC=CC=2)[P](C2C=CC=CC=2)(C2C=CC=CC=2)C2C=CC=CC=2)(C2C=CC=CC=2)C2C=CC=CC=2)=CC=1. The product is [F:13][C:14]1[CH:21]=[CH:20][CH:19]=[C:18]([F:22])[C:15]=1[CH2:16][C:2]1[CH:3]=[C:4]([CH:9]=[CH:10][N:11]=1)[C:5]([O:7][CH3:8])=[O:6]. The yield is 0.586.